This data is from NCI-60 drug combinations with 297,098 pairs across 59 cell lines. The task is: Regression. Given two drug SMILES strings and cell line genomic features, predict the synergy score measuring deviation from expected non-interaction effect. (1) Drug 1: CC(C1=C(C=CC(=C1Cl)F)Cl)OC2=C(N=CC(=C2)C3=CN(N=C3)C4CCNCC4)N. Drug 2: CC1=C2C(C(=O)C3(C(CC4C(C3C(C(C2(C)C)(CC1OC(=O)C(C(C5=CC=CC=C5)NC(=O)OC(C)(C)C)O)O)OC(=O)C6=CC=CC=C6)(CO4)OC(=O)C)O)C)O. Cell line: UACC-257. Synergy scores: CSS=29.8, Synergy_ZIP=6.66, Synergy_Bliss=6.33, Synergy_Loewe=-17.8, Synergy_HSA=5.90. (2) Drug 1: C1=CC(=CC=C1CC(C(=O)O)N)N(CCCl)CCCl.Cl. Drug 2: C1=NC2=C(N=C(N=C2N1C3C(C(C(O3)CO)O)F)Cl)N. Cell line: SK-MEL-2. Synergy scores: CSS=25.9, Synergy_ZIP=-5.25, Synergy_Bliss=-6.11, Synergy_Loewe=-19.6, Synergy_HSA=-7.43. (3) Drug 1: C1=NC2=C(N1)C(=S)N=CN2. Drug 2: C1CNP(=O)(OC1)N(CCCl)CCCl. Cell line: EKVX. Synergy scores: CSS=0.658, Synergy_ZIP=-3.15, Synergy_Bliss=-3.86, Synergy_Loewe=-4.60, Synergy_HSA=-3.54.